This data is from Forward reaction prediction with 1.9M reactions from USPTO patents (1976-2016). The task is: Predict the product of the given reaction. (1) Given the reactants [CH3:1][O:2][C:3]1[CH:8]=[CH:7][C:6]([C:9]#[C:10][C:11]2[S:12][CH:13]=[C:14]([CH3:16])[N:15]=2)=[CH:5][CH:4]=1.[N-:17]=[N+:18]=[N-:19].C[Si](C#C)(C)C, predict the reaction product. The product is: [CH3:1][O:2][C:3]1[CH:4]=[CH:5][C:6]([C:9]2[C:10]([C:11]3[S:12][CH:13]=[C:14]([CH3:16])[N:15]=3)=[N:19][NH:18][N:17]=2)=[CH:7][CH:8]=1. (2) Given the reactants [Br:1][C:2]1[CH:9]=[CH:8][C:5]([CH:6]=[O:7])=[CH:4][N:3]=1.[CH2:10](O)[CH2:11][CH2:12][OH:13].O, predict the reaction product. The product is: [Br:1][C:2]1[CH:9]=[CH:8][C:5]([CH:6]2[O:13][CH2:12][CH2:11][CH2:10][O:7]2)=[CH:4][N:3]=1. (3) Given the reactants [Cl:1][C:2]1[C:3]([Cl:15])=[C:4]([Cl:14])[C:5]([Cl:13])=[C:6]2[C:11](=[O:12])[O:10][C:8](=O)[C:7]=12.[Cl:16][C:17]1[C:23]([OH:24])=[CH:22][CH:21]=[CH:20][C:18]=1[OH:19], predict the reaction product. The product is: [Cl:13][C:5]1[C:4]([Cl:14])=[C:3]([Cl:15])[C:2]([Cl:1])=[C:7]2[C:6]=1[C:11](=[O:12])[O:10][C:8]12[C:20]2[CH:21]=[CH:22][C:23]([OH:24])=[C:17]([Cl:16])[C:18]=2[O:19][C:23]2[C:22]1=[CH:21][CH:20]=[C:18]([OH:19])[C:17]=2[Cl:16]. (4) Given the reactants C([N:4]1[CH2:8][CH2:7][N:6]([C:9]2[CH:10]=[N:11][C:12]([C:15]([N:17]3[CH2:22][CH2:21][N:20]([C:23]4[CH:28]=[CH:27][C:26]([CH3:29])=[CH:25][C:24]=4[CH3:30])[CH2:19][CH2:18]3)=[O:16])=[CH:13][CH:14]=2)[C:5]1=[O:31])(=O)C.C(=O)([O-])[O-].[K+].[K+].CO, predict the reaction product. The product is: [CH3:30][C:24]1[CH:25]=[C:26]([CH3:29])[CH:27]=[CH:28][C:23]=1[N:20]1[CH2:19][CH2:18][N:17]([C:15]([C:12]2[N:11]=[CH:10][C:9]([N:6]3[CH2:7][CH2:8][NH:4][C:5]3=[O:31])=[CH:14][CH:13]=2)=[O:16])[CH2:22][CH2:21]1. (5) Given the reactants [OH:1][C@@H:2]1[CH2:6][CH2:5][N:4]([C:7]([O:9][C:10]([CH3:13])([CH3:12])[CH3:11])=[O:8])[CH2:3]1.[OH-].[Na+].Br[CH2:17][C:18]([O:20][CH2:21][CH3:22])=[O:19].O, predict the reaction product. The product is: [CH2:21]([O:20][C:18](=[O:19])[CH2:17][O:1][C@@H:2]1[CH2:6][CH2:5][N:4]([C:7]([O:9][C:10]([CH3:13])([CH3:12])[CH3:11])=[O:8])[CH2:3]1)[CH3:22]. (6) Given the reactants [CH3:1][O:2][C:3]1[CH:4]=[C:5]2[C:9](=[CH:10][CH:11]=1)[NH:8][C:7]([C:12]([OH:14])=[O:13])=[CH:6]2.S(=O)(=O)(O)O.[CH3:20]O, predict the reaction product. The product is: [CH3:20][O:13][C:12]([C:7]1[NH:8][C:9]2[C:5]([CH:6]=1)=[CH:4][C:3]([O:2][CH3:1])=[CH:11][CH:10]=2)=[O:14].